Dataset: Forward reaction prediction with 1.9M reactions from USPTO patents (1976-2016). Task: Predict the product of the given reaction. (1) The product is: [C:27]([NH:1][CH2:2][CH2:3][C:4]1[C:8]2=[N:9][C:10]([O:13][CH3:14])=[CH:11][CH:12]=[C:7]2[NH:6][C:5]=1[C:15]([NH:21][CH3:18])=[O:17])(=[O:30])[CH3:28]. Given the reactants [NH2:1][CH2:2][CH2:3][C:4]1[C:8]2=[N:9][C:10]([O:13][CH3:14])=[CH:11][CH:12]=[C:7]2[NH:6][C:5]=1[C:15]([OH:17])=O.[CH:18]([N:21](C(C)C)CC)(C)C.[C:27]([O:30]C(=O)C)(=O)[CH3:28].[OH-].[Na+].Cl, predict the reaction product. (2) Given the reactants [CH3:1][N:2]1[CH:6]=[CH:5][N:4]=[C:3]1[CH2:7][N:8]1[C:16]2[C:11](=[CH:12][CH:13]=[CH:14][CH:15]=2)[CH:10]=[C:9]1[C:17]([OH:19])=O.C(N(C(C)C)CC)(C)C.[N:29]1[CH:34]=[CH:33][CH:32]=[C:31]([C:35]2([CH2:41][NH2:42])[CH2:40][CH2:39][CH2:38][CH2:37][CH2:36]2)[CH:30]=1.CN([P+](ON1N=NC2C=CC=CC1=2)(N(C)C)N(C)C)C.F[P-](F)(F)(F)(F)F, predict the reaction product. The product is: [CH3:1][N:2]1[CH:6]=[CH:5][N:4]=[C:3]1[CH2:7][N:8]1[C:16]2[C:11](=[CH:12][CH:13]=[CH:14][CH:15]=2)[CH:10]=[C:9]1[C:17]([NH:42][CH2:41][C:35]1([C:31]2[CH:30]=[N:29][CH:34]=[CH:33][CH:32]=2)[CH2:36][CH2:37][CH2:38][CH2:39][CH2:40]1)=[O:19]. (3) Given the reactants [NH:1]1[CH2:4][CH:3]([C:5]2[CH:27]=[CH:26][C:8]3[C:9]4[N:10]=[C:11]([C:17]5[N:18]([CH:23]([CH3:25])[CH3:24])[N:19]=[C:20]([CH3:22])[N:21]=5)[S:12][C:13]=4[CH2:14][CH2:15][O:16][C:7]=3[CH:6]=2)[CH2:2]1.C(=O)([O-])[O-].[Cs+].[Cs+].[F:34][CH2:35][CH2:36]I, predict the reaction product. The product is: [F:34][CH2:35][CH2:36][N:1]1[CH2:4][CH:3]([C:5]2[CH:27]=[CH:26][C:8]3[C:9]4[N:10]=[C:11]([C:17]5[N:18]([CH:23]([CH3:25])[CH3:24])[N:19]=[C:20]([CH3:22])[N:21]=5)[S:12][C:13]=4[CH2:14][CH2:15][O:16][C:7]=3[CH:6]=2)[CH2:2]1. (4) Given the reactants [Br:1][C:2]1[CH:10]=[CH:9][C:5]([C:6](Cl)=[O:7])=[C:4]([F:11])[CH:3]=1.[NH2:12][CH2:13][C@H:14]([OH:16])[CH3:15].C(N(CC)CC)C, predict the reaction product. The product is: [Br:1][C:2]1[CH:10]=[CH:9][C:5]([C:6]([NH:12][CH2:13][C@H:14]([OH:16])[CH3:15])=[O:7])=[C:4]([F:11])[CH:3]=1. (5) The product is: [I:15][C:10]1[CH:9]=[C:8]2[C:13](=[CH:12][CH:11]=1)[NH:5][N:6]=[CH:7]2. Given the reactants N([O-])=O.[Na+].[NH:5]1[C:13]2[C:8](=[CH:9][C:10](N)=[CH:11][CH:12]=2)[CH:7]=[N:6]1.[I-:15].[K+], predict the reaction product. (6) Given the reactants [NH2:1][CH2:2][CH2:3][NH:4][C:5](=[O:26])[CH:6]([CH2:13][CH2:14][CH2:15][CH2:16][CH2:17][CH2:18][O:19]C1CCCCO1)[C:7]([NH:9][CH2:10][CH2:11][NH2:12])=[O:8].O.C1(C)C=CC(S(O)(=O)=O)=CC=1.[OH-].[NH4+], predict the reaction product. The product is: [NH2:1][CH2:2][CH2:3][NH:4][C:5](=[O:26])[CH:6]([CH2:13][CH2:14][CH2:15][CH2:16][CH2:17][CH2:18][OH:19])[C:7]([NH:9][CH2:10][CH2:11][NH2:12])=[O:8]. (7) Given the reactants [C:1]([O:9][CH2:10][C:11]([CH2:27][CH2:28][CH:29]([CH3:31])[CH3:30])([CH:24]([CH3:26])[CH3:25])[CH:12]([O:15][C:16](=[O:23])[C:17]1[CH:22]=[CH:21][CH:20]=[CH:19][CH:18]=1)CC)(=[O:8])[C:2]1[CH:7]=[CH:6][CH:5]=[CH:4][CH:3]=1.[Mg], predict the reaction product. The product is: [C:16]([O:15][CH2:12][C:11]([CH2:27][CH2:28][CH:29]([CH3:31])[CH3:30])([CH:24]([CH3:25])[CH3:26])[CH2:10][O:9][C:1](=[O:8])[C:2]1[CH:7]=[CH:6][CH:5]=[CH:4][CH:3]=1)(=[O:23])[C:17]1[CH:18]=[CH:19][CH:20]=[CH:21][CH:22]=1.